Binary Classification. Given a drug SMILES string, predict its activity (active/inactive) in a high-throughput screening assay against a specified biological target. From a dataset of Cav3 T-type calcium channel HTS with 100,875 compounds. (1) The compound is O=C(N1CCN(CC1)c1ncnc2c1[nH]c1c2c(ccc1)C)c1occc1. The result is 0 (inactive). (2) The drug is O\C(=C1/C(N(CCCn2ccnc2)C(=O)C1=O)c1ccncc1)c1n2c(nc1C)cccc2. The result is 0 (inactive). (3) The drug is Clc1ccc(c2n3c(CCC3)c(c2C(OC)=O)C(OC)=O)cc1. The result is 0 (inactive). (4) The molecule is O(CC(=O)N(C(C)C)Cc1onc(n1)c1ccccc1)c1c(cccc1)C. The result is 1 (active).